From a dataset of Full USPTO retrosynthesis dataset with 1.9M reactions from patents (1976-2016). Predict the reactants needed to synthesize the given product. Given the product [C:3]([CH:2]([NH:1][C:17](=[O:18])[O:19][C:20]([CH3:23])([CH3:22])[CH3:21])[C:5]1[CH:10]=[CH:9][C:8]([O:11][C:12]([F:13])([F:14])[F:15])=[C:7]([F:16])[CH:6]=1)#[N:4], predict the reactants needed to synthesize it. The reactants are: [NH2:1][CH:2]([C:5]1[CH:10]=[CH:9][C:8]([O:11][C:12]([F:15])([F:14])[F:13])=[C:7]([F:16])[CH:6]=1)[C:3]#[N:4].[C:17](O[C:17]([O:19][C:20]([CH3:23])([CH3:22])[CH3:21])=[O:18])([O:19][C:20]([CH3:23])([CH3:22])[CH3:21])=[O:18].C(N(CC)CC)C.O.